This data is from NCI-60 drug combinations with 297,098 pairs across 59 cell lines. The task is: Regression. Given two drug SMILES strings and cell line genomic features, predict the synergy score measuring deviation from expected non-interaction effect. (1) Drug 1: CN(C)N=NC1=C(NC=N1)C(=O)N. Drug 2: CC=C1C(=O)NC(C(=O)OC2CC(=O)NC(C(=O)NC(CSSCCC=C2)C(=O)N1)C(C)C)C(C)C. Cell line: COLO 205. Synergy scores: CSS=59.3, Synergy_ZIP=-0.0699, Synergy_Bliss=-4.81, Synergy_Loewe=-55.8, Synergy_HSA=-5.62. (2) Drug 1: CCCS(=O)(=O)NC1=C(C(=C(C=C1)F)C(=O)C2=CNC3=C2C=C(C=N3)C4=CC=C(C=C4)Cl)F. Drug 2: COC1=C2C(=CC3=C1OC=C3)C=CC(=O)O2. Cell line: SW-620. Synergy scores: CSS=-22.7, Synergy_ZIP=15.2, Synergy_Bliss=-2.68, Synergy_Loewe=-20.2, Synergy_HSA=-21.5.